Dataset: Forward reaction prediction with 1.9M reactions from USPTO patents (1976-2016). Task: Predict the product of the given reaction. (1) Given the reactants Cl[C:2]([CH3:21])([CH3:20])[CH:3]([N:18]=[O:19])[CH2:4][O:5][CH2:6][CH:7]([OH:17])[CH2:8][N:9]1[CH:13]=[CH:12][N:11]=[C:10]1[N+:14]([O-:16])=[O:15].[NH2:22][CH2:23][CH2:24][CH2:25][NH:26][C:27]([CH3:34])([CH3:33])[C:28](=[N:31][OH:32])[CH2:29]C.C(N(C(C)C)CC)(C)C, predict the reaction product. The product is: [CH3:20][C:2]([CH3:21])([NH:22][CH2:23][CH2:24][CH2:25][NH:26][C:27]([CH3:34])([CH3:33])[C:28](=[N:31][OH:32])[CH3:29])[C:3](=[N:18][OH:19])[CH2:4][O:5][CH2:6][CH:7]([OH:17])[CH2:8][N:9]1[CH:13]=[CH:12][N:11]=[C:10]1[N+:14]([O-:16])=[O:15]. (2) Given the reactants [F:1][C:2]([F:34])([F:33])[C:3]1[CH:4]=[C:5]([C@H:13]([O:15][C@H:16]2[CH2:21][CH2:20][C@H:19]([CH2:22][OH:23])[C@@H:18]([CH2:24][OH:25])[C@@H:17]2[C:26]2[CH:31]=[CH:30][C:29]([F:32])=[CH:28][CH:27]=2)[CH3:14])[CH:6]=[C:7]([C:9]([F:12])([F:11])[F:10])[CH:8]=1.[CH3:35][S:36](Cl)(=[O:38])=[O:37], predict the reaction product. The product is: [CH3:35][S:36]([O:23][CH2:22][C@H:19]1[CH2:20][CH2:21][C@H:16]([O:15][C@@H:13]([C:5]2[CH:4]=[C:3]([C:2]([F:1])([F:33])[F:34])[CH:8]=[C:7]([C:9]([F:10])([F:11])[F:12])[CH:6]=2)[CH3:14])[C@@H:17]([C:26]2[CH:27]=[CH:28][C:29]([F:32])=[CH:30][CH:31]=2)[C@@H:18]1[CH2:24][O:25][S:36]([CH3:35])(=[O:38])=[O:37])(=[O:38])=[O:37]. (3) Given the reactants [CH3:1][O:2][C:3](=[O:17])[CH2:4][C@@H:5]([NH:8][CH2:9][C:10]1[CH:15]=[CH:14][C:13]([F:16])=[CH:12][CH:11]=1)[CH2:6][CH3:7].C([O:20][C:21](=O)[CH2:22][C:23]1[N:24]=[S:25]([CH3:37])(=[O:36])[C:26]2[CH:32]=[C:31]([N+:33]([O-:35])=[O:34])[CH:30]=[CH:29][C:27]=2[N:28]=1)C.C(N(CC)CC)C, predict the reaction product. The product is: [CH3:1][O:2][C:3](=[O:17])[CH2:4][C@@H:5]([N:8]([CH2:9][C:10]1[CH:11]=[CH:12][C:13]([F:16])=[CH:14][CH:15]=1)[C:21](=[O:20])[CH2:22][C:23]1[N:24]=[S:25]([CH3:37])(=[O:36])[C:26]2[CH:32]=[C:31]([N+:33]([O-:35])=[O:34])[CH:30]=[CH:29][C:27]=2[N:28]=1)[CH2:6][CH3:7]. (4) Given the reactants [Br:1][C:2]1[CH:10]=[CH:9][C:5](C(O)=O)=[CH:4][C:3]=1[CH3:11].C([N:14]([CH2:17]C)CC)C.[N-]=[N+]=[N-].[CH3:22][CH2:23][OH:24].[O:25]1CCOCC1, predict the reaction product. The product is: [CH2:23]([O:24][C:17](=[O:25])[NH:14][C:5]1[CH:9]=[CH:10][C:2]([Br:1])=[C:3]([CH3:11])[CH:4]=1)[CH3:22]. (5) Given the reactants [CH2:1]([O:8][C:9]1[CH:14]=[CH:13][C:12]([OH:15])=[CH:11][CH:10]=1)[C:2]1[CH:7]=[CH:6][CH:5]=[CH:4][CH:3]=1.[Br:16][CH:17]=[C:18]([F:20])[F:19].[OH-].[K+], predict the reaction product. The product is: [CH2:1]([O:8][C:9]1[CH:10]=[CH:11][C:12]([O:15][C:18]([F:20])([F:19])[CH2:17][Br:16])=[CH:13][CH:14]=1)[C:2]1[CH:3]=[CH:4][CH:5]=[CH:6][CH:7]=1. (6) The product is: [NH:8]1[C:9]2[C:5](=[CH:4][CH:3]=[CH:2][CH:10]=2)[CH:6]=[CH:7]1. Given the reactants F[C:2]1[CH:10]=[C:9]2[C:5]([CH:6]=[CH:7][NH:8]2)=[CH:4][CH:3]=1.C1(CBr)CC1.N1C=CC=NC=1SC1SC(N)=NC=1, predict the reaction product.